Dataset: Forward reaction prediction with 1.9M reactions from USPTO patents (1976-2016). Task: Predict the product of the given reaction. Given the reactants [Cl:1][C:2]1[CH:3]=[C:4]([S:9]([N:12]2[CH2:19][CH2:18][CH2:17][C@H:13]2[C:14]([OH:16])=[O:15])(=[O:11])=[O:10])[CH:5]=[C:6]([Cl:8])[CH:7]=1.[Li+].[OH-].[CH3:22]O, predict the reaction product. The product is: [CH3:22][O:15][C:14](=[O:16])[C@@H:13]1[CH2:17][CH2:18][CH2:19][N:12]1[S:9]([C:4]1[CH:5]=[C:6]([Cl:8])[CH:7]=[C:2]([Cl:1])[CH:3]=1)(=[O:10])=[O:11].